Predict the reaction yield, written as a fraction of the theoretical maximum amount of product (1.0 means a 100% yield; for example, 0.34 means a 34% yield). From a dataset of Reaction yield outcomes from USPTO patents with 853,638 reactions. (1) The product is [F:33][C:32]([F:34])([F:35])[C:23]1[CH:24]=[C:25]([C:28]([F:31])([F:29])[F:30])[CH:26]=[CH:27][C:22]=1[CH2:21][O:13][C:6]1[CH:5]=[CH:4][C:3]([CH:1]=[O:2])=[CH:12][C:7]=1[C:8]([O:10][CH3:11])=[O:9]. The catalyst is CN(C)C=O. The yield is 0.960. The reactants are [CH:1]([C:3]1[CH:4]=[CH:5][C:6]([OH:13])=[C:7]([CH:12]=1)[C:8]([O:10][CH3:11])=[O:9])=[O:2].C(=O)([O-])[O-].[K+].[K+].Br[CH2:21][C:22]1[CH:27]=[CH:26][C:25]([C:28]([F:31])([F:30])[F:29])=[CH:24][C:23]=1[C:32]([F:35])([F:34])[F:33]. (2) The reactants are [CH3:1][C:2]1[N:7]=[C:6]([CH:8]=O)[CH:5]=[CH:4][CH:3]=1.[C:10]([CH:15]=P(C1C=CC=CC=1)(C1C=CC=CC=1)C1C=CC=CC=1)([O:12][CH2:13][CH3:14])=[O:11]. The catalyst is C1(C)C=CC=CC=1. The product is [CH2:13]([O:12][C:10](=[O:11])[CH:15]=[CH:8][C:6]1[CH:5]=[CH:4][CH:3]=[C:2]([CH3:1])[N:7]=1)[CH3:14]. The yield is 0.630. (3) The reactants are Br[C:2]1[CH:23]=[CH:22][C:5]2[C:6]3[N:7]([CH:11]=[C:12]([C:14]4[N:18]([CH:19]([CH3:21])[CH3:20])[N:17]=[CH:16][N:15]=4)[N:13]=3)[CH2:8][CH2:9][O:10][C:4]=2[CH:3]=1.CC1(C)C(C)(C)OB([C:32]2[CH:33]=[N:34][C:35]([NH2:38])=[N:36][CH:37]=2)O1. No catalyst specified. The product is [CH:19]([N:18]1[C:14]([C:12]2[N:13]=[C:6]3[C:5]4[CH:22]=[CH:23][C:2]([C:32]5[CH:33]=[N:34][C:35]([NH2:38])=[N:36][CH:37]=5)=[CH:3][C:4]=4[O:10][CH2:9][CH2:8][N:7]3[CH:11]=2)=[N:15][CH:16]=[N:17]1)([CH3:21])[CH3:20]. The yield is 0.730.